This data is from Forward reaction prediction with 1.9M reactions from USPTO patents (1976-2016). The task is: Predict the product of the given reaction. (1) Given the reactants [CH3:1][N:2]1[CH2:7][CH2:6][CH:5]([NH:8][C:9]2[C:14]([C:15]3[CH:20]=[CH:19][CH:18]=[CH:17][CH:16]=3)=[CH:13][N:12]=[C:11]([NH2:21])[CH:10]=2)[CH2:4][CH2:3]1.Br[C:23]1[CH:28]=[N:27][C:26]([C:29]#[N:30])=[CH:25][N:24]=1.C1C=CC(P(C2C(C3C(P(C4C=CC=CC=4)C4C=CC=CC=4)=CC=C4C=3C=CC=C4)=C3C(C=CC=C3)=CC=2)C2C=CC=CC=2)=CC=1.CC(C)([O-])C.[Na+], predict the reaction product. The product is: [CH3:1][N:2]1[CH2:3][CH2:4][CH:5]([NH:8][C:9]2[C:14]([C:15]3[CH:20]=[CH:19][CH:18]=[CH:17][CH:16]=3)=[CH:13][N:12]=[C:11]([NH:21][C:23]3[N:24]=[CH:25][C:26]([C:29]#[N:30])=[N:27][CH:28]=3)[CH:10]=2)[CH2:6][CH2:7]1. (2) Given the reactants [NH2:1][C:2]1[CH:7]=[CH:6][C:5]([C:8]2[C:16]3[C:15]([NH:17][C@H:18]([C:20]4[N:25]([C:26]5[CH:31]=[CH:30][CH:29]=[CH:28][CH:27]=5)[C:24](=[O:32])[C:23]5=[C:33]([CH3:36])[CH:34]=[CH:35][N:22]5[N:21]=4)[CH3:19])=[N:14][CH:13]=[N:12][C:11]=3[N:10]([CH2:37][O:38][CH2:39][CH2:40][Si:41]([CH3:44])([CH3:43])[CH3:42])[CH:9]=2)=[C:4]([O:45][CH3:46])[CH:3]=1.N1C=CC=CC=1.[O:53]1[CH2:58][CH2:57][CH:56]([CH2:59][S:60](Cl)(=[O:62])=[O:61])[CH2:55][CH2:54]1, predict the reaction product. The product is: [CH3:46][O:45][C:4]1[CH:3]=[C:2]([NH:1][S:60]([CH2:59][CH:56]2[CH2:57][CH2:58][O:53][CH2:54][CH2:55]2)(=[O:62])=[O:61])[CH:7]=[CH:6][C:5]=1[C:8]1[C:16]2[C:15]([NH:17][C@H:18]([C:20]3[N:25]([C:26]4[CH:31]=[CH:30][CH:29]=[CH:28][CH:27]=4)[C:24](=[O:32])[C:23]4=[C:33]([CH3:36])[CH:34]=[CH:35][N:22]4[N:21]=3)[CH3:19])=[N:14][CH:13]=[N:12][C:11]=2[N:10]([CH2:37][O:38][CH2:39][CH2:40][Si:41]([CH3:43])([CH3:42])[CH3:44])[CH:9]=1.